Task: Predict which catalyst facilitates the given reaction.. Dataset: Catalyst prediction with 721,799 reactions and 888 catalyst types from USPTO Product: [C:1]([O:5][C:6]([N:8]([C:26]([O:28][C:29]([CH3:32])([CH3:31])[CH3:30])=[O:27])[C:9]1[C:17]2[C:12](=[CH:13][CH:14]=[C:15]([C:36]3[CH:35]=[C:34]([Cl:33])[CH:39]=[CH:38][C:37]=3[OH:43])[CH:16]=2)[N:11]([C:19]([O:21][C:22]([CH3:25])([CH3:24])[CH3:23])=[O:20])[N:10]=1)=[O:7])([CH3:4])([CH3:3])[CH3:2]. Reactant: [C:1]([O:5][C:6]([N:8]([C:26]([O:28][C:29]([CH3:32])([CH3:31])[CH3:30])=[O:27])[C:9]1[C:17]2[C:12](=[CH:13][CH:14]=[C:15](Br)[CH:16]=2)[N:11]([C:19]([O:21][C:22]([CH3:25])([CH3:24])[CH3:23])=[O:20])[N:10]=1)=[O:7])([CH3:4])([CH3:3])[CH3:2].[Cl:33][C:34]1[CH:35]=[CH:36][C:37]([OH:43])=[C:38](B(O)O)[CH:39]=1.C(=O)([O-])[O-].[Na+].[Na+]. The catalyst class is: 564.